Binary Classification. Given a T-cell receptor sequence (or CDR3 region) and an epitope sequence, predict whether binding occurs between them. From a dataset of TCR-epitope binding with 47,182 pairs between 192 epitopes and 23,139 TCRs. (1) The epitope is FSKQLQQSM. The TCR CDR3 sequence is CASVDSLNTEAFF. Result: 0 (the TCR does not bind to the epitope). (2) The epitope is CLGGLLTMV. The TCR CDR3 sequence is CASSVRSSYEQYF. Result: 0 (the TCR does not bind to the epitope). (3) The epitope is GTSGSPIIDK. The TCR CDR3 sequence is CASRGSGTSSVYEQYF. Result: 0 (the TCR does not bind to the epitope).